Task: Predict the reactants needed to synthesize the given product.. Dataset: Full USPTO retrosynthesis dataset with 1.9M reactions from patents (1976-2016) (1) Given the product [Br:8][C:4]1[CH:3]=[C:2]([N:9]2[CH2:13][CH2:12][C@H:11]([CH2:14][NH:15][C:16](=[O:22])[O:17][C:18]([CH3:20])([CH3:19])[CH3:21])[CH2:10]2)[CH:7]=[CH:6][CH:5]=1, predict the reactants needed to synthesize it. The reactants are: Br[C:2]1[CH:7]=[CH:6][CH:5]=[C:4]([Br:8])[CH:3]=1.[NH:9]1[CH2:13][CH2:12][C@@H:11]([CH2:14][NH:15][C:16](=[O:22])[O:17][C:18]([CH3:21])([CH3:20])[CH3:19])[CH2:10]1.C1C=CC(P(C2C(C3C(P(C4C=CC=CC=4)C4C=CC=CC=4)=CC=C4C=3C=CC=C4)=C3C(C=CC=C3)=CC=2)C2C=CC=CC=2)=CC=1.CC(C)([O-])C.[Na+]. (2) Given the product [C:1]([O:5][C:6](=[O:31])[N:7]([CH2:16][CH2:17][O:18][C:19]1[CH:24]=[C:23]([O:25][CH3:26])[C:22]([NH2:27])=[CH:21][C:20]=1[Cl:30])[CH2:8][CH2:9][N:10]1[CH2:15][CH2:14][O:13][CH2:12][CH2:11]1)([CH3:4])([CH3:2])[CH3:3], predict the reactants needed to synthesize it. The reactants are: [C:1]([O:5][C:6](=[O:31])[N:7]([CH2:16][CH2:17][O:18][C:19]1[CH:24]=[C:23]([O:25][CH3:26])[C:22]([N+:27]([O-])=O)=[CH:21][C:20]=1[Cl:30])[CH2:8][CH2:9][N:10]1[CH2:15][CH2:14][O:13][CH2:12][CH2:11]1)([CH3:4])([CH3:3])[CH3:2].[NH4+].[Cl-]. (3) Given the product [Cl:1][C:2]1[N:7]=[CH:6][C:5]([N:8]2[CH2:13][CH2:12][C:11]3[NH:14][C:15]([C:17]4[C:18]([F:24])=[CH:19][CH:20]=[CH:21][C:22]=4[F:23])=[CH:16][C:10]=3[CH2:9]2)=[C:4]([CH3:26])[CH:3]=1, predict the reactants needed to synthesize it. The reactants are: [Cl:1][C:2]1[N:7]=[CH:6][C:5]([N:8]2[CH2:13][CH2:12][C:11]3[NH:14][C:15]([C:17]4[C:22]([F:23])=[CH:21][CH:20]=[CH:19][C:18]=4[F:24])=[CH:16][C:10]=3[C:9]2=O)=[C:4]([CH3:26])[CH:3]=1.CO.